Dataset: Full USPTO retrosynthesis dataset with 1.9M reactions from patents (1976-2016). Task: Predict the reactants needed to synthesize the given product. (1) Given the product [NH2:14][CH2:13][C:10]1[CH:11]=[CH:12][C:3]([O:2][CH3:1])=[C:4]([CH:9]=1)[C:5]([O:7][CH3:8])=[O:6], predict the reactants needed to synthesize it. The reactants are: [CH3:1][O:2][C:3]1[CH:12]=[CH:11][C:10](/[CH:13]=[N:14]/OC)=[CH:9][C:4]=1[C:5]([O:7][CH3:8])=[O:6].Cl. (2) Given the product [Cl:1][C:2]1[CH:3]=[CH:4][C:5]2[N:11]3[C:12]([CH3:16])=[C:13]([CH3:15])[N:14]=[C:10]3[C@@H:9]([CH2:17][CH2:18][OH:19])[O:8][C@H:7]([C:23]3[CH:28]=[CH:27][CH:26]=[C:25]([O:29][CH3:30])[C:24]=3[O:31][CH3:32])[C:6]=2[CH:33]=1, predict the reactants needed to synthesize it. The reactants are: [Cl:1][C:2]1[CH:3]=[CH:4][C:5]2[N:11]3[C:12]([CH3:16])=[C:13]([CH3:15])[N:14]=[C:10]3[C@@H:9]([CH2:17][CH:18]3OCC[O:19]3)[O:8][C@H:7]([C:23]3[CH:28]=[CH:27][CH:26]=[C:25]([O:29][CH3:30])[C:24]=3[O:31][CH3:32])[C:6]=2[CH:33]=1.Cl(O)(=O)(=O)=O. (3) Given the product [CH3:1][C:2]1[N:3]=[C:4]([S:8][CH2:9][C:10]2[N:15]=[C:14]([NH:16][C:24]([CH3:26])([CH3:23])[C:31]#[N:32])[CH:13]=[C:12]([N:17]3[CH2:18][CH2:19][O:20][CH2:21][CH2:22]3)[CH:11]=2)[O:5][C:6]=1[CH3:7], predict the reactants needed to synthesize it. The reactants are: [CH3:1][C:2]1[N:3]=[C:4]([S:8][CH2:9][C:10]2[N:15]=[C:14]([NH2:16])[CH:13]=[C:12]([N:17]3[CH2:22][CH2:21][O:20][CH2:19][CH2:18]3)[CH:11]=2)[O:5][C:6]=1[CH3:7].[CH3:23][C:24]([CH3:26])=O.C[Si]([C:31]#[N:32])(C)C.C(=O)([O-])O.[Na+]. (4) Given the product [CH3:1][C:2]1[CH:11]=[CH:10][C:5]([C:6](=[O:8])[CH3:14])=[CH:4][N:3]=1, predict the reactants needed to synthesize it. The reactants are: [CH3:1][C:2]1[CH:11]=[CH:10][C:5]([C:6]([O:8]C)=O)=[CH:4][N:3]=1.[H-].[Na+].[C:14]1(C)C=CC=CC=1.C(OC(=O)C)C.CC1C=CC(C(OC)=O)=CN=1. (5) Given the product [CH:1]1([N:6]2[C:15]3[N:14]=[C:13]([NH:16][C:17]4[CH:26]=[CH:25][C:20]([C:21]([OH:23])=[O:22])=[CH:19][C:18]=4[O:27][CH3:28])[N:12]=[CH:11][C:10]=3[N:9]([CH3:29])[CH2:8][C@H:7]2[CH:30]2[CH2:31][CH2:32]2)[CH2:5][CH2:4][CH2:3][CH2:2]1, predict the reactants needed to synthesize it. The reactants are: [CH:1]1([N:6]2[C:15]3[N:14]=[C:13]([NH:16][C:17]4[CH:26]=[CH:25][C:20]([C:21]([O:23]C)=[O:22])=[CH:19][C:18]=4[O:27][CH3:28])[N:12]=[CH:11][C:10]=3[N:9]([CH3:29])[CH2:8][C@H:7]2[CH:30]2[CH2:32][CH2:31]2)[CH2:5][CH2:4][CH2:3][CH2:2]1.Cl. (6) The reactants are: C1C=C[NH+]=CC=1.[O-][Cr](Cl)(=O)=O.C([O-])(=O)C.[Na+].[Cl:17][C:18]1[CH:19]=[C:20]([CH3:41])[C:21]2[N:22]([C:24]([CH2:33][CH:34]([C:36]3[S:37][CH:38]=[CH:39][CH:40]=3)[OH:35])=[C:25]([C:27]3[CH:32]=[CH:31][CH:30]=[CH:29][CH:28]=3)[N:26]=2)[CH:23]=1.O. Given the product [Cl:17][C:18]1[CH:19]=[C:20]([CH3:41])[C:21]2[N:22]([C:24]([CH2:33][C:34]([C:36]3[S:37][CH:38]=[CH:39][CH:40]=3)=[O:35])=[C:25]([C:27]3[CH:28]=[CH:29][CH:30]=[CH:31][CH:32]=3)[N:26]=2)[CH:23]=1, predict the reactants needed to synthesize it. (7) The reactants are: [CH3:1][C:2]1[C:3]([NH:17][CH2:18][CH2:19][O:20][CH2:21][CH2:22][CH2:23][C:24]2[S:25][CH:26]=[CH:27][N:28]=2)=[C:4]([NH2:16])[C:5]([O:9][C:10]2[CH:15]=[CH:14][CH:13]=[CH:12][CH:11]=2)=[N:6][C:7]=1[CH3:8].[CH2:29]([O:31][CH2:32][C:33](Cl)=O)[CH3:30]. Given the product [CH2:29]([O:31][CH2:32][C:33]1[N:17]([CH2:18][CH2:19][O:20][CH2:21][CH2:22][CH2:23][C:24]2[S:25][CH:26]=[CH:27][N:28]=2)[C:3]2[C:2]([CH3:1])=[C:7]([CH3:8])[N:6]=[C:5]([O:9][C:10]3[CH:11]=[CH:12][CH:13]=[CH:14][CH:15]=3)[C:4]=2[N:16]=1)[CH3:30], predict the reactants needed to synthesize it.